This data is from Full USPTO retrosynthesis dataset with 1.9M reactions from patents (1976-2016). The task is: Predict the reactants needed to synthesize the given product. The reactants are: [Cl:1][C:2]1[N:7]=[C:6]([NH:8][CH2:9][C@@H:10]2[CH2:15][CH2:14][CH2:13][N:12]([C:16]([O:18][C:19]([CH3:22])([CH3:21])[CH3:20])=[O:17])[CH2:11]2)[C:5](I)=[CH:4][N:3]=1.[Cl:24][C:25]1[CH:30]=[CH:29][CH:28]=[CH:27][C:26]=1[C:31]#[C:32][CH3:33].C([O-])(=O)C.[K+].[Cl-].[Li+]. Given the product [Cl:1][C:2]1[N:3]=[CH:4][C:5]2[C:32]([CH3:33])=[C:31]([C:26]3[CH:27]=[CH:28][CH:29]=[CH:30][C:25]=3[Cl:24])[N:8]([CH2:9][C@@H:10]3[CH2:15][CH2:14][CH2:13][N:12]([C:16]([O:18][C:19]([CH3:22])([CH3:21])[CH3:20])=[O:17])[CH2:11]3)[C:6]=2[N:7]=1, predict the reactants needed to synthesize it.